This data is from Experimentally validated miRNA-target interactions with 360,000+ pairs, plus equal number of negative samples. The task is: Binary Classification. Given a miRNA mature sequence and a target amino acid sequence, predict their likelihood of interaction. (1) The miRNA is hsa-miR-766-3p with sequence ACUCCAGCCCCACAGCCUCAGC. The protein sequence of the target gene is MAAVAATAAAKGNGGGGGRAGAGDASGTRKKKGPGPLATAYLVIYNVVMTAGWLVIAVGLVRAYLAKGSYHSLYYSIEKPLKFFQTGALLEILHCAIGIVPSSVVLTSFQVMSRVFLIWAVTHSVKEVQSEDSVLLFVIAWTITEIIRYSFYTFSLLNHLPYLIKWARYTLFIVLYPMGVSGELLTIYAALPFVRQAGLYSISLPNKYNFSFDYYAFLILIMISYIPIFPQLYFHMIHQRRKILSHTEEHKKFE. Result: 1 (interaction). (2) The miRNA is hsa-miR-5192 with sequence AGGAGAGUGGAUUCCAGGUGGU. The protein sequence of the target gene is MVPSSPAVEKQVPVEPGPDPELRSWRHLVCYLCFYGFMAQIRPGESFITPYLLGPDKNFTREQVTNEITPVLSYSYLAVLVPVFLLTDYLRYTPVLLLQGLSFVSVWLLLLLGHSVAHMQLMELFYSVTMAARIAYSSYIFSLVRPARYQRVAGYSRAAVLLGVFTSSVLGQLLVTVGRVSFSTLNYISLAFLTFSVVLALFLKRPKRSLFFNRDDRGRCETSASELERMNPGPGGKLGHALRVACGDSVLARMLRELGDSLRRPQLRLWSLWWVFNSAGYYLVVYYVHILWNEVDPTTN.... Result: 0 (no interaction). (3) The miRNA is hsa-miR-376b-3p with sequence AUCAUAGAGGAAAAUCCAUGUU. The protein sequence of the target gene is MPTNFTVVPVEARADGAGDEAAERTEEPESPESVDQTSPTPGDGNPRENSPFINNVEVERESYFEGKNMALFEEEMDSNPMVSSLLNKLANYTNLSQGVVEHEEDEDSRRREVKAPRMGTFIGVYLPCLQNILGVILFLRLTWIVGAAGVMESFLIVAMCCTCTMLTAISMSAIATNGVVPAGGSYYMISRSLGPEFGGAVGLCFYLGTTFAGAMYILGTIEIFLTYISPSAAIFQAETADGEAAALLNNMRVYGSCALALMAVVVFVGVKYVNKLALVFLACVVLSILAIYAGVIKTAF.... Result: 0 (no interaction). (4) The miRNA is hsa-miR-6827-3p with sequence ACCGUCUCUUCUGUUCCCCAG. The protein sequence of the target gene is MACAAARSPADQDRFICIYPAYLNNKKTIAEGRRIPISKAVENPTATEIQDVCSAVGLNVFLEKNKMYSREWNRDVQYRGRVRVQLKQEDGSLCLVQFPSRKSVMLYAAEMIPKLKTRTQKTGGADQSLQQGEGSKKGKGKKKK. Result: 0 (no interaction). (5) The miRNA is hsa-miR-658 with sequence GGCGGAGGGAAGUAGGUCCGUUGGU. The protein sequence of the target gene is MKLYVFLVNTGTTLTFDTELTVQTVADLKHAIQSKYKIAIQHQVLVVNGGECMAADRRVCTYSAGTDTNPIFLFNKEMILCDRPPAIPKTTFSTENDMEIKVEESLMMPAVFHTVASRTQLALEMYEVAKKLCSFCEGLVHDEHLQHQGWAAIMANLEDCSNSYQKLLFKFESIYSNYLQSIEDIKLKLTHLGTAVSVMAKIPLLECLTRHSYRECLGRLDSLPEHEDSEKAEMKRSTELVLSPDMPRTTNESLLTSFPKSVEHVSPDTADAESGKEIRESCQSTVHQQDETTIDTKDGD.... Result: 0 (no interaction). (6) The miRNA is hsa-miR-548e-5p with sequence CAAAAGCAAUCGCGGUUUUUGC. The protein sequence of the target gene is MGGLRLLAVALTCCWWPQGSQGKTLRGSFSSTAAQDAQGQRIGHFEFHGDHALLCVRINNIAVAVGKEAKLYLFQAQEWLKLQQSSHGYSCSEKLSKAQLTMTMNQTEHNLTVSQIPSPQTWHVFYADKYTCQDDKENSQVEDIPFEMVLLNPDAEGNPFDHFSAGESGLHEFFFLLVLVYFVIACIYAQSLWQAIKKGGPMHMILKVLTTALLLQAGSALANYIHFSSYSKDGIGVPFMGSLAEFFDIASQIQMLYLLLSLCMGWTIVRMKKSQSRPLQWDSTPASTGIAVFIVMTQSV.... Result: 1 (interaction). (7) The miRNA is hsa-miR-6853-5p with sequence AGCGUGGGAUGUCCAUGAAGUCAG. The protein sequence of the target gene is MAAANKGNKPRVRSIRFAAGHDAEGSHSHVHFDEKLHDSVVMVTQESDSSFLVKVGFLKILHRYEITFTLPPVHRLSKDVREAPVPSLHLKLLSVVPVPEGYSVKCEYSAHKEGVLKEEILLACEGGTGTCVRVTVQARVMDRHHGTPMLLDGVKCVGAELEYDSEHSDWHGFD. Result: 1 (interaction).